From a dataset of Forward reaction prediction with 1.9M reactions from USPTO patents (1976-2016). Predict the product of the given reaction. (1) The product is: [CH3:1][N:2]1[CH2:14][CH2:13][C:12]2[C:11]3[C:6](=[CH:7][CH:8]=[C:9]([CH3:15])[CH:10]=3)[N:5]([CH2:24][C:25]([C:28]3[CH:29]=[N:30][CH:31]=[CH:32][CH:33]=3)([OH:26])[CH3:27])[C:4]=2[CH:3]1[C:16]1[CH:21]=[CH:20][CH:19]=[CH:18][CH:17]=1. Given the reactants [CH3:1][N:2]1[CH2:14][CH2:13][C:12]2[C:11]3[C:6](=[CH:7][CH:8]=[C:9]([CH3:15])[CH:10]=3)[NH:5][C:4]=2[CH:3]1[C:16]1[CH:21]=[CH:20][CH:19]=[CH:18][CH:17]=1.[H-].[Na+].[CH3:24][C:25]1([C:28]2[CH:29]=[N:30][CH:31]=[CH:32][CH:33]=2)[CH2:27][O:26]1, predict the reaction product. (2) Given the reactants [NH2:1][C@@H:2]([C:13]1[NH:14][CH:15]=[C:16]([C:18]2[CH:23]=[CH:22][CH:21]=[CH:20][CH:19]=2)[N:17]=1)[CH2:3][C:4]1[C:12]2[C:7](=[CH:8][CH:9]=[CH:10][CH:11]=2)[NH:6][CH:5]=1.[CH:24](=O)[C:25]1[CH:30]=[CH:29][C:28]([O:31][CH3:32])=[CH:27][CH:26]=1.[BH4-].ClCCl, predict the reaction product. The product is: [CH3:32][O:31][C:28]1[CH:29]=[CH:30][C:25]([CH2:24][NH:1][C@@H:2]([C:13]2[NH:14][CH:15]=[C:16]([C:18]3[CH:23]=[CH:22][CH:21]=[CH:20][CH:19]=3)[N:17]=2)[CH2:3][C:4]2[C:12]3[C:7](=[CH:8][CH:9]=[CH:10][CH:11]=3)[NH:6][CH:5]=2)=[CH:26][CH:27]=1. (3) Given the reactants Cl.[F:2][C:3]([F:15])([F:14])[C:4]1[CH:13]=[CH:12][C:11]2[CH2:10][NH:9][CH2:8][CH2:7][C:6]=2[N:5]=1.[CH3:16][S:17]([C:20]1[CH:21]=[CH:22][C:23]([O:29][C@@H:30]([CH3:35])[C:31]([F:34])([F:33])[F:32])=[C:24]([CH:28]=1)[C:25](O)=[O:26])(=[O:19])=[O:18], predict the reaction product. The product is: [CH3:16][S:17]([C:20]1[CH:21]=[CH:22][C:23]([O:29][C@@H:30]([CH3:35])[C:31]([F:32])([F:33])[F:34])=[C:24]([C:25]([N:9]2[CH2:8][CH2:7][C:6]3[N:5]=[C:4]([C:3]([F:2])([F:14])[F:15])[CH:13]=[CH:12][C:11]=3[CH2:10]2)=[O:26])[CH:28]=1)(=[O:19])=[O:18]. (4) Given the reactants [CH2:1]([O:3][C:4](=[O:25])[C@H:5]([NH:17]C(OC(C)(C)C)=O)[CH2:6][CH2:7][C:8]([C:10]1[CH:15]=[CH:14][C:13]([Cl:16])=[CH:12][CH:11]=1)=O)[CH3:2], predict the reaction product. The product is: [CH2:1]([O:3][C:4]([C@H:5]1[CH2:6][CH2:7][C@@H:8]([C:10]2[CH:15]=[CH:14][C:13]([Cl:16])=[CH:12][CH:11]=2)[NH:17]1)=[O:25])[CH3:2]. (5) Given the reactants C1C=CC(P(C2C(C3C(P(C4C=CC=CC=4)C4C=CC=CC=4)=CC=C4C=3C=CC=C4)=C3C(C=CC=C3)=CC=2)C2C=CC=CC=2)=CC=1.Br[C:48]1[CH:53]=[CH:52][C:51]([CH3:54])=[CH:50][CH:49]=1.C(=O)([O-])[O-].[Cs+].[Cs+].[F:61][C:62]([F:81])([F:80])[C:63]1[CH:68]=[CH:67][C:66]([NH:69][C:70]2[C:71]3[CH2:79][CH2:78][NH:77][CH2:76][C:72]=3[N:73]=[CH:74][N:75]=2)=[CH:65][CH:64]=1, predict the reaction product. The product is: [C:51]1([CH3:54])[CH:52]=[CH:53][C:48]([N:77]2[CH2:78][CH2:79][C:71]3[C:70]([NH:69][C:66]4[CH:65]=[CH:64][C:63]([C:62]([F:81])([F:61])[F:80])=[CH:68][CH:67]=4)=[N:75][CH:74]=[N:73][C:72]=3[CH2:76]2)=[CH:49][CH:50]=1. (6) Given the reactants [C:1](Cl)(Cl)=[O:2].[C:5]([O:9][C:10](=[O:29])[NH:11][CH2:12][C@H:13]([OH:28])[CH2:14][NH:15][C:16]1[CH:17]=[C:18]2[C:22](=[CH:23][CH:24]=1)[N:21]([CH2:25][CH3:26])[C:20](=[O:27])[CH2:19]2)([CH3:8])([CH3:7])[CH3:6].C(N(C(C)C)CC)(C)C, predict the reaction product. The product is: [C:5]([O:9][C:10](=[O:29])[NH:11][CH2:12][C@@H:13]1[O:28][C:1](=[O:2])[N:15]([C:16]2[CH:17]=[C:18]3[C:22](=[CH:23][CH:24]=2)[N:21]([CH2:25][CH3:26])[C:20](=[O:27])[CH2:19]3)[CH2:14]1)([CH3:6])([CH3:7])[CH3:8]. (7) The product is: [OH:12][C@H:11]([C:13]1[CH:18]=[CH:17][C:16]([N+:19]([O-:21])=[O:20])=[CH:15][CH:14]=1)[CH2:10][N:9]([CH2:8][CH2:7][O:6][C:5]1[CH:22]=[CH:23][C:2]([I:1])=[CH:3][CH:4]=1)[C:24](=[O:25])[O:26][C:27]([CH3:30])([CH3:29])[CH3:28]. Given the reactants [I:1][C:2]1[CH:23]=[CH:22][C:5]([O:6][CH2:7][CH2:8][NH:9][CH2:10][C@@H:11]([C:13]2[CH:18]=[CH:17][C:16]([N+:19]([O-:21])=[O:20])=[CH:15][CH:14]=2)[OH:12])=[CH:4][CH:3]=1.[C:24](O[C:24]([O:26][C:27]([CH3:30])([CH3:29])[CH3:28])=[O:25])([O:26][C:27]([CH3:30])([CH3:29])[CH3:28])=[O:25], predict the reaction product. (8) The product is: [O:1]1[CH:6]([CH2:7][N:8]2[CH2:14][CH2:13][CH2:12][N:11]([C:15]3[N:22]=[CH:21][CH:20]=[CH:19][C:16]=3[C:17]([NH2:18])=[O:27])[CH2:10][CH2:9]2)[CH2:5][O:4][C:3]2[CH:23]=[CH:24][CH:25]=[CH:26][C:2]1=2. Given the reactants [O:1]1[CH:6]([CH2:7][N:8]2[CH2:14][CH2:13][CH2:12][N:11]([C:15]3[N:22]=[CH:21][CH:20]=[CH:19][C:16]=3[C:17]#[N:18])[CH2:10][CH2:9]2)[CH2:5][O:4][C:3]2[CH:23]=[CH:24][CH:25]=[CH:26][C:2]1=2.[OH-:27].[Na+].O, predict the reaction product. (9) Given the reactants [Cl:1][C:2]1[CH:3]=[CH:4][C:5]([O:12][CH3:13])=[C:6]([CH:11]=1)[C:7](OC)=O.[AlH4-].[Li+].S(Cl)(Cl)=O.[C-:20]#[N:21].[Na+], predict the reaction product. The product is: [Cl:1][C:2]1[CH:3]=[CH:4][C:5]([O:12][CH3:13])=[C:6]([CH2:7][C:20]#[N:21])[CH:11]=1. (10) The product is: [OH:2][CH2:3][CH2:4][O:5][N:6]=[CH:28][C:26]1[CH:25]=[CH:24][N:23]2[C:19]([C:15]3[CH:16]=[CH:17][CH:18]=[C:13]([C:9]4[CH:8]=[N:7][CH:12]=[CH:11][CH:10]=4)[CH:14]=3)=[CH:20][N:21]=[C:22]2[CH:27]=1. Given the reactants Cl.[OH:2][CH2:3][CH2:4][O:5][NH2:6].[N:7]1[CH:12]=[CH:11][CH:10]=[C:9]([C:13]2[CH:14]=[C:15]([C:19]3[N:23]4[CH:24]=[CH:25][C:26]([CH:28]=O)=[CH:27][C:22]4=[N:21][CH:20]=3)[CH:16]=[CH:17][CH:18]=2)[CH:8]=1, predict the reaction product.